Predict the product of the given reaction. From a dataset of Forward reaction prediction with 1.9M reactions from USPTO patents (1976-2016). Given the reactants [Cl:1][C:2]1[C:9](I)=[C:8]([F:11])[CH:7]=[CH:6][C:3]=1[C:4]#[N:5].[C:12]([Si:14]([CH3:17])([CH3:16])[CH3:15])#[CH:13].[NH4+].[Cl-], predict the reaction product. The product is: [Cl:1][C:2]1[C:9]([C:13]#[C:12][Si:14]([CH3:17])([CH3:16])[CH3:15])=[C:8]([F:11])[CH:7]=[CH:6][C:3]=1[C:4]#[N:5].